From a dataset of Forward reaction prediction with 1.9M reactions from USPTO patents (1976-2016). Predict the product of the given reaction. (1) The product is: [CH:20]([O:1][C@@H:2]1[C@@H:6]([CH:7]=[CH2:8])[CH2:5][N:4]([C:9]([O:11][CH2:12][C:13]2[CH:14]=[CH:15][CH:16]=[CH:17][CH:18]=2)=[O:10])[CH2:3]1)([CH3:22])[CH3:21]. Given the reactants [OH:1][C@@H:2]1[C@@H:6]([CH:7]=[CH2:8])[CH2:5][N:4]([C:9]([O:11][CH2:12][C:13]2[CH:18]=[CH:17][CH:16]=[CH:15][CH:14]=2)=[O:10])[CH2:3]1.I[CH:20]([CH3:22])[CH3:21], predict the reaction product. (2) Given the reactants [NH2:1][C:2]1[CH:7]=[C:6]([O:8][C:9]2[CH:14]=[CH:13][C:12]([F:15])=[CH:11][CH:10]=2)[CH:5]=[CH:4][C:3]=1[NH:16][C:17](=O)[C@@H:18]([NH:28]C(=O)OC(C)(C)C)[CH2:19][O:20][CH2:21][C:22]1[CH:27]=[CH:26][CH:25]=[CH:24][CH:23]=1, predict the reaction product. The product is: [CH2:21]([O:20][CH2:19][C@@H:18]([C:17]1[NH:16][C:3]2[CH:4]=[CH:5][C:6]([O:8][C:9]3[CH:14]=[CH:13][C:12]([F:15])=[CH:11][CH:10]=3)=[CH:7][C:2]=2[N:1]=1)[NH2:28])[C:22]1[CH:27]=[CH:26][CH:25]=[CH:24][CH:23]=1. (3) Given the reactants [CH3:1][S:2]([C:5]1[CH:12]=[CH:11][C:8]([CH:9]=O)=[CH:7][CH:6]=1)(=[O:4])=[O:3].[N+](CC)([O-])=O.[C:18]([O-])(=[O:20])[CH3:19].[NH4+].Cl, predict the reaction product. The product is: [CH3:1][S:2]([C:5]1[CH:12]=[CH:11][C:8]([CH2:9][C:18](=[O:20])[CH3:19])=[CH:7][CH:6]=1)(=[O:4])=[O:3].